This data is from Reaction yield outcomes from USPTO patents with 853,638 reactions. The task is: Predict the reaction yield, written as a fraction of the theoretical maximum amount of product (1.0 means a 100% yield; for example, 0.34 means a 34% yield). (1) The reactants are [I:1][C:2]1[CH:7]=[CH:6][C:5]([N:8]2[CH2:13][CH2:12][NH:11][CH2:10][CH2:9]2)=[CH:4][CH:3]=1.[CH3:14][C:15]([CH3:17])=O.[BH-](OC(C)=O)(OC(C)=O)OC(C)=O.[Na+].CC(O)=O. The catalyst is ClCCCl.C1COCC1. The product is [I:1][C:2]1[CH:3]=[CH:4][C:5]([N:8]2[CH2:13][CH2:12][N:11]([CH:15]([CH3:17])[CH3:14])[CH2:10][CH2:9]2)=[CH:6][CH:7]=1. The yield is 0.850. (2) The reactants are [Cl-].[NH4+].[C:3]([O:7][C:8](=[O:46])[CH2:9][CH2:10][CH2:11][CH2:12][N:13]1[C:19]2[CH:20]=[CH:21][C:22]([I:24])=[CH:23][C:18]=2[C:17](=[O:25])[N:16]([CH:26]([C:28]2[CH:33]=[CH:32][C:31]([Cl:34])=[CH:30][C:29]=2[N+:35]([O-])=O)[CH3:27])[CH:15]([C:38]2[CH:43]=[CH:42][C:41]([Cl:44])=[CH:40][CH:39]=2)[C:14]1=[O:45])([CH3:6])([CH3:5])[CH3:4]. The catalyst is O.C(O)C.[Fe]. The product is [C:3]([O:7][C:8](=[O:46])[CH2:9][CH2:10][CH2:11][CH2:12][N:13]1[C:19]2[CH:20]=[CH:21][C:22]([I:24])=[CH:23][C:18]=2[C:17](=[O:25])[N:16]([CH:26]([C:28]2[CH:33]=[CH:32][C:31]([Cl:34])=[CH:30][C:29]=2[NH2:35])[CH3:27])[CH:15]([C:38]2[CH:39]=[CH:40][C:41]([Cl:44])=[CH:42][CH:43]=2)[C:14]1=[O:45])([CH3:4])([CH3:5])[CH3:6]. The yield is 0.950. (3) The reactants are [F:1][C:2]1[CH:3]=[C:4]([CH:6]=[CH:7][C:8]=1[F:9])[NH2:5].C([Li])CCC.F[C:16]1[CH:21]=[CH:20][CH:19]=[CH:18][C:17]=1[N+:22]([O-:24])=[O:23]. The catalyst is O1CCCC1. The product is [F:1][C:2]1[CH:3]=[C:4]([CH:6]=[CH:7][C:8]=1[F:9])[NH:5][C:16]1[CH:21]=[CH:20][CH:19]=[CH:18][C:17]=1[N+:22]([O-:24])=[O:23]. The yield is 0.910. (4) The reactants are [C:1]([O:7]CC)(=O)[CH2:2][C:3]([CH3:5])=O.C(O)(=O)C.[CH3:14][C:15]1[CH:16]=[C:17]([NH2:20])[NH:18][N:19]=1. The catalyst is COC(C)(C)C. The product is [CH3:14][C:15]1[CH:16]=[C:17]2[NH:20][C:3]([CH3:5])=[CH:2][C:1](=[O:7])[N:18]2[N:19]=1. The yield is 0.960. (5) The reactants are [Cl:1][C:2]1[CH:7]=[CH:6][C:5]([C:8]2[CH:13]=[N:12][N:11]3[C:14](=[O:17])[NH:15][N:16]=[C:10]3[C:9]=2[C:18]2[CH:23]=[CH:22][C:21]([Cl:24])=[CH:20][CH:19]=2)=[CH:4][CH:3]=1.C1C=CC(P(C2C=CC=CC=2)C2C=CC=CC=2)=CC=1.[F:44][C:45]([F:55])([F:54])[C:46]1[CH:47]=[CH:48][C:49]([CH2:52]O)=[N:50][CH:51]=1.N(C(OCC)=O)=NC(OCC)=O.C1(C)C=CC=CC=1. The catalyst is C1COCC1.O. The product is [Cl:1][C:2]1[CH:7]=[CH:6][C:5]([C:8]2[CH:13]=[N:12][N:11]3[C:14](=[O:17])[N:15]([CH2:52][C:49]4[CH:48]=[CH:47][C:46]([C:45]([F:54])([F:44])[F:55])=[CH:51][N:50]=4)[N:16]=[C:10]3[C:9]=2[C:18]2[CH:23]=[CH:22][C:21]([Cl:24])=[CH:20][CH:19]=2)=[CH:4][CH:3]=1. The yield is 0.480. (6) The reactants are [NH:1]1[C:5]2[CH:6]=[CH:7][CH:8]=[CH:9][C:4]=2[N:3]=[C:2]1[C:10]([C:12]1[CH:32]=[CH:31][C:15]([O:16][C:17]2[C:18]([C:23]3[CH2:28][CH2:27][N:26]([CH3:29])[C:25](=[O:30])[CH:24]=3)=[N:19][CH:20]=[CH:21][N:22]=2)=[CH:14][CH:13]=1)=[O:11]. The catalyst is [Pd].CCO.O1CCOCC1. The product is [NH:1]1[C:5]2[CH:6]=[CH:7][CH:8]=[CH:9][C:4]=2[N:3]=[C:2]1[C:10]([C:12]1[CH:13]=[CH:14][C:15]([O:16][C:17]2[C:18]([CH:23]3[CH2:28][CH2:27][N:26]([CH3:29])[C:25](=[O:30])[CH2:24]3)=[N:19][CH:20]=[CH:21][N:22]=2)=[CH:31][CH:32]=1)=[O:11]. The yield is 0.380. (7) The reactants are [C:1](=[O:17])([O-])[O:2][C:3]1[CH:8]=CC([N+]([O-])=O)=C[C:4]=1C(C)(C)C.[CH2:18]([NH2:21])[CH2:19][NH2:20].[CH3:22]N(C=O)C. No catalyst specified. The product is [C:1]([NH:20][CH2:19][CH2:18][NH2:21])([O:2][C:3]([CH3:4])([CH3:8])[CH3:22])=[O:17]. The yield is 0.630. (8) The product is [C:1]([O:5][C:6]([N:8]1[CH2:13][CH2:12][CH:11]([O:14][C:15]2[CH:39]=[C:38]([S:40]([CH3:41])=[O:44])[CH:37]=[CH:36][C:16]=2[C:17]([NH:19][C:20]2[C:21]([C:26]([NH:28][C:29]3[CH:34]=[CH:33][C:32]([Cl:35])=[CH:31][N:30]=3)=[O:27])=[N:22][CH:23]=[CH:24][CH:25]=2)=[O:18])[CH2:10][CH2:9]1)=[O:7])([CH3:4])([CH3:3])[CH3:2]. The catalyst is C(Cl)(Cl)Cl. The reactants are [C:1]([O:5][C:6]([N:8]1[CH2:13][CH2:12][CH:11]([O:14][C:15]2[CH:39]=[C:38]([S:40][CH3:41])[CH:37]=[CH:36][C:16]=2[C:17]([NH:19][C:20]2[C:21]([C:26]([NH:28][C:29]3[CH:34]=[CH:33][C:32]([Cl:35])=[CH:31][N:30]=3)=[O:27])=[N:22][CH:23]=[CH:24][CH:25]=2)=[O:18])[CH2:10][CH2:9]1)=[O:7])([CH3:4])([CH3:3])[CH3:2].C12(CS(O)(=O)=O)C(C)(C)C(CC1)CC2=[O:44].C(OO)(C)(C)C. The yield is 0.790. (9) The reactants are Br[CH2:2][C:3]1[C:4]([C:16]2[CH:21]=[CH:20][CH:19]=[CH:18][CH:17]=2)=[N:5][C:6]2[C:11]([C:12]=1[C:13]([O-:15])=[O:14])=[CH:10][CH:9]=[CH:8][CH:7]=2.[N-:22]=[N+:23]=[N-:24].[Na+].[CH2:26]1COCC1.CN(C=O)C. No catalyst specified. The product is [N:22]([CH2:2][C:3]1[C:4]([C:16]2[CH:21]=[CH:20][CH:19]=[CH:18][CH:17]=2)=[N:5][C:6]2[C:11]([C:12]=1[C:13]([O:15][CH3:26])=[O:14])=[CH:10][CH:9]=[CH:8][CH:7]=2)=[N+:23]=[N-:24]. The yield is 0.997.